Dataset: CYP2D6 inhibition data for predicting drug metabolism from PubChem BioAssay. Task: Regression/Classification. Given a drug SMILES string, predict its absorption, distribution, metabolism, or excretion properties. Task type varies by dataset: regression for continuous measurements (e.g., permeability, clearance, half-life) or binary classification for categorical outcomes (e.g., BBB penetration, CYP inhibition). Dataset: cyp2d6_veith. (1) The molecule is COc1ccccc1Oc1ccc2c(c1)C(=O)N(c1ccc(C)cc1)C2=O. The result is 0 (non-inhibitor). (2) The molecule is COc1cccc(Nc2ncc3nc(C)c(=O)n(-c4ccccc4)c3n2)c1. The result is 0 (non-inhibitor). (3) The molecule is Cc1cnc(CNc2cc(-c3cccc(C#N)c3)ncn2)cn1. The result is 0 (non-inhibitor). (4) The compound is CC1(C)Cc2ccccc2C(N/N=C/c2cccc(F)c2)=N1.Cl. The result is 1 (inhibitor).